Dataset: Forward reaction prediction with 1.9M reactions from USPTO patents (1976-2016). Task: Predict the product of the given reaction. (1) The product is: [C:1]([O:5][C:6]([NH:8][CH:9]([C@H:15]([CH2:22][O:23][CH3:24])[CH2:16][CH2:17][CH2:18][CH2:19][CH:20]=[CH2:21])[C:10]([OH:12])=[O:11])=[O:7])([CH3:4])([CH3:3])[CH3:2]. Given the reactants [C:1]([O:5][C:6]([NH:8][CH:9]([C@H:15]([CH2:22][O:23][CH3:24])[CH2:16][CH2:17][CH2:18][CH2:19][CH:20]=[CH2:21])[C:10]([O:12]CC)=[O:11])=[O:7])([CH3:4])([CH3:3])[CH3:2].CO.[Li+].[OH-], predict the reaction product. (2) Given the reactants C(OC([N:8]([CH3:36])[C@H:9]([C:11]([NH:13][C@@H:14]([CH:30]1[CH2:35][CH2:34][CH2:33][CH2:32][CH2:31]1)[C:15]([N:17]1[C@H:22]([C:23]([O:25]C)=O)[CH2:21][N:20]2[CH2:27][CH2:28][CH2:29][C@@H:19]2[CH2:18]1)=[O:16])=[O:12])[CH3:10])=O)(C)(C)C.O.[OH-].[Li+].[ClH:40].Cl.[F:42][C:43]1[C:52]([F:53])=[C:51]2[C:46]([C@H:47]([NH2:54])[CH2:48][CH2:49][O:50]2)=[CH:45][CH:44]=1.Cl.C(N=C=NCCCN(C)C)C.ON1C2C=CC=CC=2N=N1.C(OCC)(=O)C.Cl, predict the reaction product. The product is: [ClH:40].[ClH:40].[CH:30]1([C@H:14]([NH:13][C:11](=[O:12])[C@H:9]([CH3:10])[NH:8][CH3:36])[C:15]([N:17]2[C@H:22]([C:23]([NH:54][C@H:47]3[C:46]4[C:51](=[C:52]([F:53])[C:43]([F:42])=[CH:44][CH:45]=4)[O:50][CH2:49][CH2:48]3)=[O:25])[CH2:21][N:20]3[CH2:27][CH2:28][CH2:29][C@@H:19]3[CH2:18]2)=[O:16])[CH2:31][CH2:32][CH2:33][CH2:34][CH2:35]1. (3) The product is: [CH3:29][C:17]1[CH:16]=[C:15]([NH:14][C:12]2[N:11]=[CH:10][N:9]=[C:8]3[NH:7][N:6]=[C:5]([O:4][CH2:3][CH2:2][N:33]4[CH2:34][CH2:35][NH:30][C:31](=[O:36])[CH2:32]4)[C:13]=23)[CH:20]=[CH:19][C:18]=1[O:21][C:22]1[CH:23]=[N:24][C:25]([CH3:28])=[CH:26][CH:27]=1. Given the reactants Cl[CH2:2][CH2:3][O:4][C:5]1[C:13]2[C:8](=[N:9][CH:10]=[N:11][C:12]=2[NH:14][C:15]2[CH:20]=[CH:19][C:18]([O:21][C:22]3[CH:23]=[N:24][C:25]([CH3:28])=[CH:26][CH:27]=3)=[C:17]([CH3:29])[CH:16]=2)[NH:7][N:6]=1.[NH:30]1[CH2:35][CH2:34][NH:33][CH2:32][C:31]1=[O:36], predict the reaction product. (4) Given the reactants [F:1][C:2]([F:15])([F:14])[O:3][C:4]1[CH:5]=[CH:6][C:7]2[O:11][C:10](=[O:12])[NH:9][C:8]=2[CH:13]=1.[H-].[Na+].Br[CH2:19][C:20]([O:22][CH2:23][CH3:24])=[O:21].FC(F)(F)C(O)=O, predict the reaction product. The product is: [O:12]=[C:10]1[N:9]([CH2:19][C:20]([O:22][CH2:23][CH3:24])=[O:21])[C:8]2[CH:13]=[C:4]([O:3][C:2]([F:1])([F:14])[F:15])[CH:5]=[CH:6][C:7]=2[O:11]1.